From a dataset of Reaction yield outcomes from USPTO patents with 853,638 reactions. Predict the reaction yield, written as a fraction of the theoretical maximum amount of product (1.0 means a 100% yield; for example, 0.34 means a 34% yield). (1) The catalyst is C1(C)C=CC=CC=1.C(O)C. The yield is 0.940. The reactants are C([O:3][C:4](=[O:29])[CH2:5][O:6][C:7]1[CH:12]=[CH:11][C:10]([S:13][CH2:14][C:15]2[S:19][C:18]([C:20]3[CH:25]=[CH:24][C:23](Br)=[CH:22][CH:21]=3)=[N:17][C:16]=2[CH3:27])=[CH:9][C:8]=1[CH3:28])C.[F:30][C:31]([F:42])([F:41])[C:32]1[CH:37]=[CH:36][C:35](B(O)O)=[CH:34][CH:33]=1.C(=O)([O-])[O-].[Na+].[Na+]. The product is [CH3:28][C:8]1[CH:9]=[C:10]([S:13][CH2:14][C:15]2[S:19][C:18]([C:20]3[CH:21]=[CH:22][C:23]([C:35]4[CH:36]=[CH:37][C:32]([C:31]([F:42])([F:41])[F:30])=[CH:33][CH:34]=4)=[CH:24][CH:25]=3)=[N:17][C:16]=2[CH3:27])[CH:11]=[CH:12][C:7]=1[O:6][CH2:5][C:4]([OH:3])=[O:29]. (2) The reactants are [Br:1][C:2]1[CH:7]=[CH:6][C:5]([C:8]2[C:12]3[CH:13]=[CH:14][C:15]([C:17]#[C:18][C:19]([CH3:22])([OH:21])[CH3:20])=[CH:16][C:11]=3[S:10][N:9]=2)=[CH:4][CH:3]=1.[Li+].CCC[CH2-].C(N(CC)CC)C.[CH2:35]([O:37][P:38](Cl)([O:40][CH2:41][CH3:42])=[O:39])[CH3:36]. The catalyst is C1COCC1.CCCCCC.O. The product is [CH2:35]([O:37][P:38](=[O:39])([O:40][CH2:41][CH3:42])[O:21][C:19]([CH3:22])([CH3:20])[C:18]#[C:17][C:15]1[CH:14]=[CH:13][C:12]2[C:8]([C:5]3[CH:4]=[CH:3][C:2]([Br:1])=[CH:7][CH:6]=3)=[N:9][S:10][C:11]=2[CH:16]=1)[CH3:36]. The yield is 0.330. (3) The reactants are [I:8][CH2:7][C:6](O[C:6](=[O:9])[CH2:7][I:8])=[O:9].[NH2:10][C:11]1[CH:19]=[CH:18][C:14]([C:15]([OH:17])=[O:16])=[CH:13][CH:12]=1. The catalyst is O1CCOCC1. The product is [I:8][CH2:7][C:6]([NH:10][C:11]1[CH:19]=[CH:18][C:14]([C:15]([OH:17])=[O:16])=[CH:13][CH:12]=1)=[O:9]. The yield is 0.720. (4) The reactants are [CH2:1]([OH:5])[CH:2]([OH:4])[CH3:3].[SH:6][CH:7]([CH3:12])[CH2:8][C:9]([OH:11])=O.O.C1(C)C=[CH:18][C:17]([S:20](O)(=O)=O)=[CH:16][CH:15]=1.C(=O)([O-])[OH:26].[Na+]. The catalyst is C1(C)C=CC=CC=1. The product is [SH:20][CH:17]([CH3:18])[CH2:16][C:15]([O:5][CH2:1][CH:2]([O:4][C:9](=[O:11])[CH2:8][CH:7]([SH:6])[CH3:12])[CH3:3])=[O:26]. The yield is 0.250.